From a dataset of Forward reaction prediction with 1.9M reactions from USPTO patents (1976-2016). Predict the product of the given reaction. (1) The product is: [CH2:34]([C:21]1([CH2:23][C:24]([F:25])([F:26])[F:27])[CH2:20][O:19][C:11]2=[C:12]3[C:7](=[CH:8][CH:9]=[C:10]2[N:22]1[CH3:28])[N:6]=[C:5]([O:4][CH:1]([CH3:3])[CH3:2])[CH:14]=[C:13]3[C:15]([F:16])([F:17])[F:18])[CH3:35]. Given the reactants [CH:1]([O:4][C:5]1[CH:14]=[C:13]([C:15]([F:18])([F:17])[F:16])[C:12]2[C:7](=[CH:8][CH:9]=[C:10]3[NH:22][CH:21]([CH2:23][C:24]([F:27])([F:26])[F:25])[CH2:20][O:19][C:11]3=2)[N:6]=1)([CH3:3])[CH3:2].[CH2:28]=O.[BH3-]C#N.[Na+].[C:34](O)(=O)[CH3:35], predict the reaction product. (2) The product is: [N+:1]([C:4]1[CH:5]=[C:6]([CH:7]=[CH:8][CH:9]=1)[O:10][C:11]1[CH:12]=[CH:13][C:14]([C:21](=[O:23])[CH3:22])=[CH:15][CH:16]=1)([O-:3])=[O:2]. Given the reactants [N+:1]([C:4]1[CH:9]=[CH:8][CH:7]=[C:6]([O:10][C:11]2[CH:16]=[CH:15][CH:14]=[CH:13][CH:12]=2)[CH:5]=1)([O-:3])=[O:2].[Cl-].[Al+3].[Cl-].[Cl-].[C:21](Cl)(=[O:23])[CH3:22].Cl, predict the reaction product. (3) Given the reactants [Br:1][C:2]1[CH:10]=[CH:9][CH:8]=[C:7]2[C:3]=1[CH2:4][CH:5]([CH:12]([CH3:14])[CH3:13])[C:6]2=O.C1COCC1.CO.[BH4-].[Na+], predict the reaction product. The product is: [Br:1][C:2]1[CH:10]=[CH:9][CH:8]=[C:7]2[C:3]=1[CH2:4][C:5]([CH:12]([CH3:14])[CH3:13])=[CH:6]2. (4) Given the reactants Cl[C:2]1[N:7]=[C:6]([Cl:8])[N:5]=[C:4]([NH:9][CH:10]2[NH:14][C:13](=[O:15])[N:12]([CH3:16])[C:11]2=[O:17])[N:3]=1.C(=O)([O-])[O-].[K+].[K+].[CH3:24][C:25]1[CH:32]=[CH:31][C:28]([CH2:29][NH2:30])=[CH:27][CH:26]=1, predict the reaction product. The product is: [Cl:8][C:6]1[N:7]=[C:2]([NH:30][CH2:29][C:28]2[CH:31]=[CH:32][C:25]([CH3:24])=[CH:26][CH:27]=2)[N:3]=[C:4]([NH:9][CH:10]2[NH:14][C:13](=[O:15])[N:12]([CH3:16])[C:11]2=[O:17])[N:5]=1. (5) Given the reactants Cl.Cl.[CH2:3]([CH:5]([CH2:22][CH3:23])[C:6]([NH:8][C:9]1[CH:14]=[CH:13][C:12]([N:15]2[CH2:20][CH2:19][NH:18][CH2:17][CH2:16]2)=[C:11]([F:21])[CH:10]=1)=[O:7])[CH3:4].[CH3:24][O:25][C:26](=[O:36])[CH:27](Br)[C:28]1[CH:33]=[CH:32][CH:31]=[C:30]([F:34])[CH:29]=1.C([O-])([O-])=O.[K+].[K+], predict the reaction product. The product is: [CH3:24][O:25][C:26](=[O:36])[CH:27]([N:18]1[CH2:17][CH2:16][N:15]([C:12]2[CH:13]=[CH:14][C:9]([NH:8][C:6](=[O:7])[CH:5]([CH2:3][CH3:4])[CH2:22][CH3:23])=[CH:10][C:11]=2[F:21])[CH2:20][CH2:19]1)[C:28]1[CH:33]=[CH:32][CH:31]=[C:30]([F:34])[CH:29]=1. (6) Given the reactants [F:1][C:2]([F:20])([F:19])[C:3]1[CH:4]=[CH:5][C:6]([N:9]2[CH2:14][CH2:13][C:12]3[N:15]=[C:16]([NH2:18])[S:17][C:11]=3[CH2:10]2)=[N:7][CH:8]=1.[CH:21]([C:32](OCC)=[O:33])([C:27](OCC)=[O:28])[C:22]([O:24][CH2:25][CH3:26])=[O:23], predict the reaction product. The product is: [CH2:25]([O:24][C:22]([C:21]1[C:27](=[O:28])[N:15]2[C:16]([S:17][C:11]3[CH2:10][N:9]([C:6]4[CH:5]=[CH:4][C:3]([C:2]([F:19])([F:1])[F:20])=[CH:8][N:7]=4)[CH2:14][CH2:13][C:12]=32)=[N:18][C:32]=1[OH:33])=[O:23])[CH3:26]. (7) Given the reactants C(O)(C(F)(F)F)=O.[F:8][C:9]1[CH:10]=[C:11]([NH:20][C:21]([C@@H:23]2[N:32]([C:33]([C@H:35]3[CH2:38][C@H:37]([CH2:39][C:40]([O:42]C(C)(C)C)=[O:41])[CH2:36]3)=[O:34])[CH2:31][CH2:30][C:29]3[N:28]=[C:27]([O:47][CH3:48])[CH:26]=[CH:25][C:24]2=3)=[O:22])[CH:12]=[C:13]([F:19])[C:14]=1[Si:15]([CH3:18])([CH3:17])[CH3:16].C(=O)([O-])O.[Na+], predict the reaction product. The product is: [F:8][C:9]1[CH:10]=[C:11]([NH:20][C:21]([C@@H:23]2[N:32]([C:33]([C@H:35]3[CH2:36][C@H:37]([CH2:39][C:40]([OH:42])=[O:41])[CH2:38]3)=[O:34])[CH2:31][CH2:30][C:29]3[N:28]=[C:27]([O:47][CH3:48])[CH:26]=[CH:25][C:24]2=3)=[O:22])[CH:12]=[C:13]([F:19])[C:14]=1[Si:15]([CH3:18])([CH3:17])[CH3:16]. (8) The product is: [CH:35]1([NH:40][C:41]2[CH:46]=[CH:45][C:44]([C@H:47]3[C@@H:52]([C:53]([O:55][CH2:56][CH3:57])=[O:54])[CH2:51][CH2:50][CH2:49][N:48]3[C:61](=[O:62])[C:60]3[C:64]([CH3:68])=[CH:65][CH:66]=[CH:67][C:59]=3[F:58])=[CH:43][CH:42]=2)[CH2:36][CH2:37][CH2:38][CH2:39]1. Given the reactants C(=O)([O-])[O-].[K+].[K+].C1(C)C=CC(C(OC(=O)[C@@H]([C@H](C(OC(C2C=CC(C)=CC=2)=O)=O)O)O)=O)=CC=1.[CH:35]1([NH:40][C:41]2[CH:46]=[CH:45][C:44]([C@H:47]3[C@@H:52]([C:53]([O:55][CH2:56][CH3:57])=[O:54])[CH2:51][CH2:50][CH2:49][NH:48]3)=[CH:43][CH:42]=2)[CH2:39][CH2:38][CH2:37][CH2:36]1.[F:58][C:59]1[CH:67]=[CH:66][CH:65]=[C:64]([CH3:68])[C:60]=1[C:61](Cl)=[O:62], predict the reaction product.